From a dataset of Peptide-MHC class I binding affinity with 185,985 pairs from IEDB/IMGT. Regression. Given a peptide amino acid sequence and an MHC pseudo amino acid sequence, predict their binding affinity value. This is MHC class I binding data. The peptide sequence is AEMLASIDLKY. The MHC is HLA-B45:01 with pseudo-sequence HLA-B45:01. The binding affinity (normalized) is 0.488.